Task: Predict which catalyst facilitates the given reaction.. Dataset: Catalyst prediction with 721,799 reactions and 888 catalyst types from USPTO Reactant: [C:1]([Br:5])(Br)(Br)[Br:2].C1(P(C2C=CC=CC=2)C2C=CC=CC=2)C=CC=CC=1.[C:25]([O:29][C:30]([N:32]1[C:41]2[C:36](=[CH:37][CH:38]=[C:39]([CH:42]([CH:48]=O)[CH2:43][CH2:44][CH2:45][CH2:46][CH3:47])[CH:40]=2)[C:35]([CH3:51])([CH3:50])[CH2:34][CH2:33]1)=[O:31])([CH3:28])([CH3:27])[CH3:26]. Product: [C:25]([O:29][C:30]([N:32]1[C:41]2[C:36](=[CH:37][CH:38]=[C:39]([CH:42]([CH2:43][CH2:44][CH2:45][CH2:46][CH3:47])[CH:48]=[C:1]([Br:5])[Br:2])[CH:40]=2)[C:35]([CH3:50])([CH3:51])[CH2:34][CH2:33]1)=[O:31])([CH3:28])([CH3:27])[CH3:26]. The catalyst class is: 4.